The task is: Predict the reaction yield, written as a fraction of the theoretical maximum amount of product (1.0 means a 100% yield; for example, 0.34 means a 34% yield).. This data is from Reaction yield outcomes from USPTO patents with 853,638 reactions. (1) The reactants are I[C:2]1[CH:3]=[C:4]2[C:8](=[CH:9][CH:10]=1)[NH:7][N:6]=[CH:5]2.[CH:11](O[Na])=[O:12].[C]=O. The catalyst is CN(C=O)C.[Cl-].[Na+].O.Cl[Pd](Cl)([P](C1C=CC=CC=1)(C1C=CC=CC=1)C1C=CC=CC=1)[P](C1C=CC=CC=1)(C1C=CC=CC=1)C1C=CC=CC=1. The yield is 0.590. The product is [NH:7]1[C:8]2[C:4](=[CH:3][C:2]([CH:11]=[O:12])=[CH:10][CH:9]=2)[CH:5]=[N:6]1. (2) The reactants are [Br:1][C:2]1[S:6][C:5]([NH:7][C:8](=[O:10])[CH3:9])=[N:4][CH:3]=1.O[CH2:12][C@@H:13]([N:21]1[C:29](=[O:30])[C:28]2[C:23](=[CH:24][CH:25]=[CH:26][CH:27]=2)[C:22]1=[O:31])[CH2:14][C:15]1[CH:20]=[CH:19][CH:18]=[CH:17][CH:16]=1.C1(P(C2C=CC=CC=2)C2C=CC=CC=2)C=CC=CC=1.CC(OC(/N=N/C(OC(C)C)=O)=O)C. The catalyst is C1COCC1. The product is [Br:1][C:2]1[S:6][C:5]([N:7]([CH2:12][C@@H:13]([N:21]2[C:22](=[O:31])[C:23]3[C:28](=[CH:27][CH:26]=[CH:25][CH:24]=3)[C:29]2=[O:30])[CH2:14][C:15]2[CH:16]=[CH:17][CH:18]=[CH:19][CH:20]=2)[C:8](=[O:10])[CH3:9])=[N:4][CH:3]=1. The yield is 0.170. (3) The reactants are [Br:1]Br.[OH:3][C:4]1[CH:5]=[C:6]2[C:11](=[CH:12][CH:13]=1)[CH:10]=[N:9][CH:8]=[CH:7]2.C(OCC)(=O)C. The catalyst is C(Cl)(Cl)Cl. The product is [Br:1][C:5]1[C:4]([OH:3])=[CH:13][CH:12]=[C:11]2[C:6]=1[CH:7]=[CH:8][N:9]=[CH:10]2. The yield is 0.880. (4) The reactants are [CH3:1][O:2][C:3]([C:5]1[S:6][C:7]([C:18]#[C:19][C:20]([CH3:23])([CH3:22])[CH3:21])=[CH:8][C:9]=1[NH:10][CH:11]1[CH2:16][CH2:15][C:14](=[O:17])[CH2:13][CH2:12]1)=[O:4].N1C=CC=CC=1.[CH3:30][C:31]1[CH:39]=[C:38]([CH3:40])[CH:37]=[CH:36][C:32]=1[C:33](Cl)=[O:34]. The catalyst is C1(C)C=CC=CC=1.CCOC(C)=O. The product is [CH3:1][O:2][C:3]([C:5]1[S:6][C:7]([C:18]#[C:19][C:20]([CH3:23])([CH3:22])[CH3:21])=[CH:8][C:9]=1[N:10]([C:33](=[O:34])[C:32]1[CH:36]=[CH:37][C:38]([CH3:40])=[CH:39][C:31]=1[CH3:30])[CH:11]1[CH2:16][CH2:15][C:14](=[O:17])[CH2:13][CH2:12]1)=[O:4]. The yield is 0.800.